This data is from Full USPTO retrosynthesis dataset with 1.9M reactions from patents (1976-2016). The task is: Predict the reactants needed to synthesize the given product. (1) The reactants are: [Cl:1][C:2]1[CH:7]=[CH:6][C:5]([C:8]2[CH:13]=[CH:12][C:11]([CH:14]=[C:15]([N+:17]([O-:19])=[O:18])[CH3:16])=[CH:10][CH:9]=2)=[CH:4][CH:3]=1.C[O-].[Na+].[Na].[CH3:24][O:25]CCOC. Given the product [Cl:1][C:2]1[CH:3]=[CH:4][C:5]([C:8]2[CH:13]=[CH:12][C:11]([CH:14]([O:25][CH3:24])[CH:15]([N+:17]([O-:19])=[O:18])[CH3:16])=[CH:10][CH:9]=2)=[CH:6][CH:7]=1, predict the reactants needed to synthesize it. (2) Given the product [CH3:1][O:2][C@:3]1([C@@H:24]2[CH2:28][S:27][C:26](=[O:29])[N:25]2[CH2:30][C:31]2[CH:36]=[CH:35][C:34]([O:37][CH3:38])=[CH:33][CH:32]=2)[CH2:20][C@H:19]2[CH2:21][C@@H:5]([CH2:6][CH2:7][CH2:8][CH2:9][CH2:10][CH2:11][CH2:12][CH2:13][CH2:14][C:15]([CH3:23])=[CH:16][C:17](=[O:22])[O:18]2)[O:4]1, predict the reactants needed to synthesize it. The reactants are: [CH3:1][O:2][C@:3]1([C@@H:24]2[CH2:28][S:27][C:26](=[O:29])[N:25]2[CH2:30][C:31]2[CH:36]=[CH:35][C:34]([O:37][CH3:38])=[CH:33][CH:32]=2)[CH2:20][C@H:19]2[CH2:21][C@@H:5]([CH2:6][CH2:7][CH2:8][CH:9]=[CH:10][CH:11]=[CH:12][CH2:13][CH2:14][C:15]([CH3:23])=[CH:16][C:17](=[O:22])[O:18]2)[O:4]1.CO[C@]1([C@@H]2CSC(=O)N2CC2C=CC(OC)=CC=2)C[C@H]2C[C@@H](CCCC=CCCC(C)=CC(=O)O2)O1. (3) The reactants are: [NH2:1][C:2]1[C:7]([C:8]([O:10]CC)=O)=[CH:6][N:5]=[C:4]([S:13][CH3:14])[N:3]=1.[H-].[Na+].[Cl:17][C:18]1[CH:23]=[CH:22][CH:21]=[C:20]([CH3:24])[C:19]=1[N:25]=[C:26]=[O:27].Cl. Given the product [Cl:17][C:18]1[CH:23]=[CH:22][CH:21]=[C:20]([CH3:24])[C:19]=1[N:25]1[C:8](=[O:10])[C:7]2[C:2](=[N:3][C:4]([S:13][CH3:14])=[N:5][CH:6]=2)[NH:1][C:26]1=[O:27], predict the reactants needed to synthesize it. (4) Given the product [Br:1][C:2]1[CH:20]=[CH:19][C:5]2[N:6]([C:9]3[S:13][C:12]([C:14]([O:16][CH3:17])=[O:15])=[C:11]([O:18][C@@H:28]([C:27]4[C:22]([Cl:21])=[C:23]([O:31][CH:32]5[CH2:37][CH2:36][N:35]([C:38]([O:40][C:41]([CH3:44])([CH3:43])[CH3:42])=[O:39])[CH2:34][CH2:33]5)[CH:24]=[CH:25][CH:26]=4)[CH3:29])[CH:10]=3)[CH:7]=[N:8][C:4]=2[CH:3]=1, predict the reactants needed to synthesize it. The reactants are: [Br:1][C:2]1[CH:20]=[CH:19][C:5]2[N:6]([C:9]3[S:13][C:12]([C:14]([O:16][CH3:17])=[O:15])=[C:11]([OH:18])[CH:10]=3)[CH:7]=[N:8][C:4]=2[CH:3]=1.[Cl:21][C:22]1[C:27]([C@@H:28](O)[CH3:29])=[CH:26][CH:25]=[CH:24][C:23]=1[O:31][CH:32]1[CH2:37][CH2:36][N:35]([C:38]([O:40][C:41]([CH3:44])([CH3:43])[CH3:42])=[O:39])[CH2:34][CH2:33]1. (5) Given the product [OH:2][C:3]1[CH:4]=[C:5]2[C:9](=[CH:10][CH:11]=1)[C@H:8]([C@H:12]([CH3:17])[C:13]([O:15][CH3:16])=[O:14])[CH2:7][CH2:6]2, predict the reactants needed to synthesize it. The reactants are: C[O:2][C:3]1[CH:4]=[C:5]2[C:9](=[CH:10][CH:11]=1)[C@H:8]([C@H:12]([CH3:17])[C:13]([O:15][CH3:16])=[O:14])[CH2:7][CH2:6]2.[Al+3].[Cl-].[Cl-].[Cl-].CCS.